From a dataset of Forward reaction prediction with 1.9M reactions from USPTO patents (1976-2016). Predict the product of the given reaction. Given the reactants Br[C:2]1[CH:9]=[C:8]([NH:10][CH:11]2[CH2:16][CH2:15][O:14][CH2:13][CH2:12]2)[C:5]([C:6]#[N:7])=[C:4]([F:17])[CH:3]=1.[CH3:18][C:19]1[NH:20][C:21]2[CH2:22][C:23]([CH3:31])([CH3:30])[CH2:24][C:25](=[O:29])[C:26]=2[C:27]=1[CH3:28].C([O-])([O-])=O.[K+].[K+].CNCCNC, predict the reaction product. The product is: [F:17][C:4]1[CH:3]=[C:2]([N:20]2[C:21]3[CH2:22][C:23]([CH3:30])([CH3:31])[CH2:24][C:25](=[O:29])[C:26]=3[C:27]([CH3:28])=[C:19]2[CH3:18])[CH:9]=[C:8]([NH:10][CH:11]2[CH2:16][CH2:15][O:14][CH2:13][CH2:12]2)[C:5]=1[C:6]#[N:7].